This data is from Forward reaction prediction with 1.9M reactions from USPTO patents (1976-2016). The task is: Predict the product of the given reaction. (1) Given the reactants [Cl:1][N:2]1[CH2:10][CH:9]2[CH:4]([CH2:5][CH:6]3[O:13][C:12]([CH3:15])([CH3:14])[O:11][CH:7]3[CH2:8]2)[CH2:3]1.[N:16]12CCCN=C1CCCC[CH2:17]2.C[Si](C#N)(C)C.CC(OC(OC(OC(C)(C)C)=O)=O)(C)C, predict the reaction product. The product is: [Cl:1][N:2]1[CH2:3][CH:4]2[CH:9]([CH2:8][CH:7]3[O:11][C:12]([CH3:15])([CH3:14])[O:13][CH:6]3[CH2:5]2)[CH:10]1[C:17]#[N:16]. (2) Given the reactants C[O:2][C:3]([C:5]1[CH:10]=[C:9]([CH3:11])[N:8]=[C:7]([C:12]2[CH:17]=[CH:16][C:15]([C:18]3[CH:23]=[CH:22][CH:21]=[CH:20][CH:19]=3)=[CH:14][CH:13]=2)[N:6]=1)=[O:4].[OH-].[Li+], predict the reaction product. The product is: [C:15]1([C:18]2[CH:19]=[CH:20][CH:21]=[CH:22][CH:23]=2)[CH:16]=[CH:17][C:12]([C:7]2[N:6]=[C:5]([C:3]([OH:4])=[O:2])[CH:10]=[C:9]([CH3:11])[N:8]=2)=[CH:13][CH:14]=1.